Predict the product of the given reaction. From a dataset of Forward reaction prediction with 1.9M reactions from USPTO patents (1976-2016). (1) Given the reactants Cl[CH2:2][CH2:3][NH:4][C:5]([NH:7][C:8]1[CH:13]=[CH:12][C:11]([CH:14]([CH3:19])[C:15]([O:17][CH3:18])=[O:16])=[CH:10][CH:9]=1)=[O:6].N12CCCN=C1CCCCC2.CCCCCC.C(OC(=O)C)C, predict the reaction product. The product is: [O:6]=[C:5]1[NH:4][CH2:3][CH2:2][N:7]1[C:8]1[CH:13]=[CH:12][C:11]([CH:14]([CH3:19])[C:15]([O:17][CH3:18])=[O:16])=[CH:10][CH:9]=1. (2) Given the reactants [CH2:1]([O:8][C:9]([NH:11][C@@H:12]([CH2:16][CH:17]([F:19])[F:18])[C:13]([OH:15])=O)=[O:10])[C:2]1[CH:7]=[CH:6][CH:5]=[CH:4][CH:3]=1.C(N1CCOCC1)C.[B-](F)(F)(F)F.CCOC(C(C#N)=NOC(N(C)C)=[N+](C)C)=O.[CH2:50]([O:54][C:55]([N:57]1[CH2:62][CH2:61][NH:60][CH2:59][CH2:58]1)=[O:56])[CH2:51][CH2:52][CH3:53], predict the reaction product. The product is: [CH2:50]([O:54][C:55]([N:57]1[CH2:62][CH2:61][N:60]([C:13](=[O:15])[C@@H:12]([NH:11][C:9]([O:8][CH2:1][C:2]2[CH:3]=[CH:4][CH:5]=[CH:6][CH:7]=2)=[O:10])[CH2:16][CH:17]([F:19])[F:18])[CH2:59][CH2:58]1)=[O:56])[CH2:51][CH2:52][CH3:53]. (3) Given the reactants [CH3:1][Mg]Br.[Br:4][C:5]1[CH:16]=[CH:15][C:8]([C:9](N(OC)C)=[O:10])=[C:7]([Cl:17])[CH:6]=1.[Cl-].[NH4+], predict the reaction product. The product is: [Br:4][C:5]1[CH:16]=[CH:15][C:8]([C:9](=[O:10])[CH3:1])=[C:7]([Cl:17])[CH:6]=1. (4) Given the reactants [F:1][C:2]1[CH:11]=[C:10]2[C:5]([CH:6]=[C:7]([C@@H:20]([NH:22][C:23](=[O:29])[O:24][C:25]([CH3:28])([CH3:27])[CH3:26])[CH3:21])[C:8]([C:12]3[CH:17]=[CH:16][CH:15]=[CH:14][C:13]=3[S:18][CH3:19])=[N:9]2)=[CH:4][CH:3]=1.CC(C)=[O:32].C[N+]1([O-])CCOCC1.[OH2:42], predict the reaction product. The product is: [F:1][C:2]1[CH:11]=[C:10]2[C:5]([CH:6]=[C:7]([C@@H:20]([NH:22][C:23](=[O:29])[O:24][C:25]([CH3:28])([CH3:27])[CH3:26])[CH3:21])[C:8]([C:12]3[CH:17]=[CH:16][CH:15]=[CH:14][C:13]=3[S:18]([CH3:19])(=[O:32])=[O:42])=[N:9]2)=[CH:4][CH:3]=1. (5) Given the reactants [N:1]1([CH2:6][C:7]2[CH:12]=[CH:11][C:10]([C:13]3[N:14]=[N:15][N:16]([CH2:18][C:19]4[CH:24]=[CH:23][C:22]([CH:25]=[CH:26][C:27](O)=[O:28])=[CH:21][CH:20]=4)[CH:17]=3)=[CH:9][CH:8]=2)[CH2:5][CH2:4][CH2:3][CH2:2]1.CCN(C(C)C)C(C)C.CCN=C=NCCCN(C)C.Cl.C1C=CC2N(O)N=NC=2C=1.Cl.[O:62]1[CH2:67][CH2:66][CH2:65][CH2:64][CH:63]1[O:68][NH2:69], predict the reaction product. The product is: [N:1]1([CH2:6][C:7]2[CH:8]=[CH:9][C:10]([C:13]3[N:14]=[N:15][N:16]([CH2:18][C:19]4[CH:20]=[CH:21][C:22]([CH:25]=[CH:26][C:27]([NH:69][O:68][CH:63]5[CH2:64][CH2:65][CH2:66][CH2:67][O:62]5)=[O:28])=[CH:23][CH:24]=4)[CH:17]=3)=[CH:11][CH:12]=2)[CH2:5][CH2:4][CH2:3][CH2:2]1. (6) Given the reactants [NH2:1][C:2]1[CH:3]=[N:4][C:5]([NH:8][C:9]2[CH:24]=[CH:23][C:12]([C:13]([NH:15][CH2:16][CH2:17][N:18]3[CH2:22][CH2:21][CH2:20][CH2:19]3)=[O:14])=[CH:11][CH:10]=2)=[N:6][CH:7]=1.[Cl:25][C:26]1[CH:34]=[CH:33][CH:32]=[C:31]([Cl:35])[C:27]=1[C:28](Cl)=[O:29].C(N(C(C)C)CC)(C)C, predict the reaction product. The product is: [Cl:25][C:26]1[CH:34]=[CH:33][CH:32]=[C:31]([Cl:35])[C:27]=1[C:28]([NH:1][C:2]1[CH:3]=[N:4][C:5]([NH:8][C:9]2[CH:10]=[CH:11][C:12]([C:13](=[O:14])[NH:15][CH2:16][CH2:17][N:18]3[CH2:19][CH2:20][CH2:21][CH2:22]3)=[CH:23][CH:24]=2)=[N:6][CH:7]=1)=[O:29]. (7) Given the reactants [NH2:1][C:2]1[CH:3]=[CH:4][C:5]([CH3:26])=[C:6]([C:8]2[C:9](=[O:25])[N:10]([C:19]3[CH:24]=[CH:23][CH:22]=[CH:21][CH:20]=3)[C:11]3[C:16]([CH:17]=2)=[CH:15][N:14]=[C:13](Cl)[CH:12]=3)[CH:7]=1.[CH:27]1C=CC(P(C2C=CC=CC=2)C2C=CC=CC=2)=CC=1, predict the reaction product. The product is: [NH2:1][C:2]1[CH:3]=[CH:4][C:5]([CH3:26])=[C:6]([C:8]2[C:9](=[O:25])[N:10]([C:19]3[CH:24]=[CH:23][CH:22]=[CH:21][CH:20]=3)[C:11]3[C:16]([CH:17]=2)=[CH:15][N:14]=[C:13]([CH3:27])[CH:12]=3)[CH:7]=1. (8) Given the reactants [CH3:1][O:2][C:3]1[CH:19]=[CH:18][C:6]([CH2:7][O:8][C:9]2[CH:14]=[CH:13][CH:12]=[CH:11][C:10]=2[C:15](=O)[CH3:16])=[CH:5][CH:4]=1.[CH:20]([CH:22]1[CH2:27][CH2:26][CH2:25][N:24]([C:28]([O:30][CH2:31][C:32]2[CH:37]=[CH:36][CH:35]=[CH:34][CH:33]=2)=[O:29])[CH2:23]1)=O.[C:38]([CH2:40][C:41]([O:43][C:44]([CH3:47])([CH3:46])[CH3:45])=[O:42])#[N:39].C([O-])(=O)C.[NH4+:52], predict the reaction product. The product is: [NH2:39][C:38]1[N:52]=[C:15]([C:10]2[CH:11]=[CH:12][CH:13]=[CH:14][C:9]=2[O:8][CH2:7][C:6]2[CH:18]=[CH:19][C:3]([O:2][CH3:1])=[CH:4][CH:5]=2)[CH:16]=[C:20]([CH:22]2[CH2:27][CH2:26][CH2:25][N:24]([C:28]([O:30][CH2:31][C:32]3[CH:37]=[CH:36][CH:35]=[CH:34][CH:33]=3)=[O:29])[CH2:23]2)[C:40]=1[C:41]([O:43][C:44]([CH3:47])([CH3:46])[CH3:45])=[O:42].